This data is from Peptide-MHC class II binding affinity with 134,281 pairs from IEDB. The task is: Regression. Given a peptide amino acid sequence and an MHC pseudo amino acid sequence, predict their binding affinity value. This is MHC class II binding data. (1) The peptide sequence is APEVKYTVFETALKE. The MHC is HLA-DQA10401-DQB10402 with pseudo-sequence HLA-DQA10401-DQB10402. The binding affinity (normalized) is 0.534. (2) The peptide sequence is AVGLFIRLLGGESDA. The MHC is DRB1_0101 with pseudo-sequence DRB1_0101. The binding affinity (normalized) is 0.947. (3) The peptide sequence is ITYGETGGNSPVQEF. The MHC is DRB5_0101 with pseudo-sequence DRB5_0101. The binding affinity (normalized) is 0. (4) The peptide sequence is VLDLHPGAGKTRRILPQI. The MHC is DRB1_1101 with pseudo-sequence DRB1_1101. The binding affinity (normalized) is 0.149. (5) The peptide sequence is IFIFRDSDDWLNKYS. The MHC is HLA-DQA10201-DQB10402 with pseudo-sequence HLA-DQA10201-DQB10402. The binding affinity (normalized) is 0.354.